Dataset: NCI-60 drug combinations with 297,098 pairs across 59 cell lines. Task: Regression. Given two drug SMILES strings and cell line genomic features, predict the synergy score measuring deviation from expected non-interaction effect. (1) Drug 1: CN(C)C1=NC(=NC(=N1)N(C)C)N(C)C. Drug 2: CS(=O)(=O)CCNCC1=CC=C(O1)C2=CC3=C(C=C2)N=CN=C3NC4=CC(=C(C=C4)OCC5=CC(=CC=C5)F)Cl. Cell line: CAKI-1. Synergy scores: CSS=12.7, Synergy_ZIP=-1.73, Synergy_Bliss=-1.69, Synergy_Loewe=-3.16, Synergy_HSA=0.812. (2) Drug 1: CN1CCC(CC1)COC2=C(C=C3C(=C2)N=CN=C3NC4=C(C=C(C=C4)Br)F)OC. Drug 2: CCCCCOC(=O)NC1=NC(=O)N(C=C1F)C2C(C(C(O2)C)O)O. Cell line: SN12C. Synergy scores: CSS=16.3, Synergy_ZIP=-4.43, Synergy_Bliss=-0.281, Synergy_Loewe=-8.89, Synergy_HSA=1.06. (3) Drug 1: CS(=O)(=O)CCNCC1=CC=C(O1)C2=CC3=C(C=C2)N=CN=C3NC4=CC(=C(C=C4)OCC5=CC(=CC=C5)F)Cl. Drug 2: C1=CN(C=N1)CC(O)(P(=O)(O)O)P(=O)(O)O. Cell line: MDA-MB-231. Synergy scores: CSS=-2.30, Synergy_ZIP=1.86, Synergy_Bliss=1.15, Synergy_Loewe=-3.46, Synergy_HSA=-2.63.